This data is from Catalyst prediction with 721,799 reactions and 888 catalyst types from USPTO. The task is: Predict which catalyst facilitates the given reaction. (1) Reactant: [NH2:1][CH2:2][CH2:3][C@H:4]([OH:8])[C:5]([OH:7])=[O:6].[Cl:9][Si](C)(C)[CH3:11]. Product: [ClH:9].[NH2:1][CH2:2][CH2:3][C@H:4]([OH:8])[C:5]([O:7][CH3:11])=[O:6]. The catalyst class is: 5. (2) Reactant: [Cl:1][C:2]1[CH:3]=[CH:4][C:5]([O:12][C:13]([CH3:17])(C)[C:14]#[CH:15])=[C:6]([CH:11]=1)[C:7]([O:9][CH3:10])=[O:8].[F-].[Cs+].[CH2:20](N(CC)C1C=CC=CC=1)C. Product: [Cl:1][C:2]1[CH:11]=[C:6]([C:7]([O:9][CH3:10])=[O:8])[C:5]2[O:12][C:13]([CH:14]([CH3:15])[CH3:20])=[CH:17][C:4]=2[CH:3]=1. The catalyst class is: 28. (3) Reactant: [CH2:1]([O:3][C:4](=[O:36])[C:5]1[CH:10]=[CH:9][C:8]([N:11]2[CH:15]=[C:14]([C:16]3[CH:21]=[CH:20][CH:19]=[CH:18][C:17]=3[O:22]CC3C=CC=CC=3)[C:13]([C:30]#[N:31])=[CH:12]2)=[C:7](OC)[C:6]=1[O:34][CH3:35])[CH3:2].[C:37](OCC)(=[O:39])C. Product: [CH2:1]([O:3][C:4](=[O:36])[C:5]1[CH:10]=[CH:9][C:8]([N:11]2[CH:15]=[C:14]([C:16]3[CH:21]=[CH:20][CH:19]=[CH:18][C:17]=3[OH:22])[C:13]([C:30]#[N:31])=[CH:12]2)=[CH:7][C:6]=1[O:34][CH2:35][O:39][CH3:37])[CH3:2]. The catalyst class is: 352. (4) Reactant: [N:1]1[CH:6]=[CH:5][C:4]([C:7]([OH:9])=O)=[N:3][CH:2]=1.CCN(C(C)C)C(C)C.[N+:19]([CH2:21][C:22]([O:24][CH3:25])=[O:23])#[C-:20].C1C=CC(P(N=[N+]=[N-])(C2C=CC=CC=2)=O)=CC=1.C([O-])(O)=O.[Na+]. Product: [N:1]1[CH:6]=[CH:5][C:4]([C:7]2[O:9][CH:20]=[N:19][C:21]=2[C:22]([O:24][CH3:25])=[O:23])=[N:3][CH:2]=1. The catalyst class is: 3. (5) Reactant: [N:1]1([CH2:6][CH:7]([OH:10])[CH2:8][OH:9])[CH2:5][CH2:4][CH2:3][CH2:2]1.CS(O[CH2:16][CH2:17][CH2:18][CH2:19][CH2:20][CH2:21][CH2:22][CH2:23]/[CH:24]=[CH:25]\[CH2:26]/[CH:27]=[CH:28]\[CH2:29][CH2:30][CH2:31][CH2:32][CH3:33])(=O)=O.[H-].[Na+]. Product: [CH2:16]([O:9][CH2:8][CH:7]([OH:10])[CH2:6][N:1]1[CH2:5][CH2:4][CH2:3][CH2:2]1)[CH2:17][CH2:18][CH2:19][CH2:20][CH2:21][CH2:22][CH2:23]/[CH:24]=[CH:25]\[CH2:26]/[CH:27]=[CH:28]\[CH2:29][CH2:30][CH2:31][CH2:32][CH3:33]. The catalyst class is: 11. (6) Reactant: [CH3:1][C@H:2]1[O:7][C@@H:6]([C:8]2[CH:13]=[CH:12][N:11]=[CH:10][C:9]=2[N+:14]([O-:16])=[O:15])[CH2:5][C:4]([O:17][Si](CC)(CC)CC)=[CH:3]1.Cl.[OH-].[Na+]. Product: [CH3:1][C@H:2]1[CH2:3][C:4](=[O:17])[CH2:5][C@@H:6]([C:8]2[CH:13]=[CH:12][N:11]=[CH:10][C:9]=2[N+:14]([O-:16])=[O:15])[O:7]1. The catalyst class is: 1.